The task is: Regression/Classification. Given a drug SMILES string, predict its toxicity properties. Task type varies by dataset: regression for continuous values (e.g., LD50, hERG inhibition percentage) or binary classification for toxic/non-toxic outcomes (e.g., AMES mutagenicity, cardiotoxicity, hepatotoxicity). Dataset: herg_karim.. This data is from hERG potassium channel inhibition data for cardiac toxicity prediction from Karim et al.. The drug is N#Cc1ccc(OCCN2CC3CN(CCNS(=O)(=O)c4cccc(Cl)c4)CC(C2)O3)cc1. The result is 0 (non-blocker).